This data is from Full USPTO retrosynthesis dataset with 1.9M reactions from patents (1976-2016). The task is: Predict the reactants needed to synthesize the given product. (1) The reactants are: [Cl:1][C:2]1[CH:3]=[C:4]([CH:7]=[CH:8][C:9]=1[CH3:10])[CH:5]=O.Cl.[NH2:12][OH:13]. Given the product [Cl:1][C:2]1[CH:3]=[C:4]([CH:7]=[CH:8][C:9]=1[CH3:10])[CH:5]=[N:12][OH:13], predict the reactants needed to synthesize it. (2) The reactants are: [CH2:1]([N:4]([CH2:8][CH2:9][CH3:10])[CH2:5][CH2:6][NH2:7])[CH2:2][CH3:3].Cl[C:12]1[N:13]=[N+:14]([O-:25])[C:15]2[C:24]3[CH2:23][CH2:22][CH2:21][C:20]=3[CH:19]=[CH:18][C:16]=2[N:17]=1. Given the product [O-:25][N+:14]1[C:15]2[C:24]3[CH2:23][CH2:22][CH2:21][C:20]=3[CH:19]=[CH:18][C:16]=2[N:17]=[C:12]([NH:7][CH2:6][CH2:5][N:4]([CH2:8][CH2:9][CH3:10])[CH2:1][CH2:2][CH3:3])[N:13]=1, predict the reactants needed to synthesize it. (3) Given the product [CH3:1][O:2][C:3]1[C:8]([CH2:9][NH:10][C:20]([NH:27][C:28]2[C:33]3[O:34][CH2:35][C:36](=[O:38])[NH:37][C:32]=3[CH:31]=[CH:30][CH:29]=2)=[O:21])=[CH:7][CH:6]=[C:5]([C:11]([F:14])([F:12])[F:13])[N:4]=1, predict the reactants needed to synthesize it. The reactants are: [CH3:1][O:2][C:3]1[C:8]([CH2:9][NH2:10])=[CH:7][CH:6]=[C:5]([C:11]([F:14])([F:13])[F:12])[N:4]=1.C1N=CN([C:20](N2C=NC=C2)=[O:21])C=1.[NH2:27][C:28]1[C:33]2[O:34][CH2:35][C:36](=[O:38])[NH:37][C:32]=2[CH:31]=[CH:30][CH:29]=1.